Dataset: Forward reaction prediction with 1.9M reactions from USPTO patents (1976-2016). Task: Predict the product of the given reaction. (1) Given the reactants [C:1]([O:5][C:6](=[O:19])[NH:7][CH2:8][C@@H:9]1[CH2:11][C@H:10]1[C:12]1[CH:17]=[CH:16][CH:15]=[CH:14][C:13]=1[NH2:18])([CH3:4])([CH3:3])[CH3:2].[F:20][C:21]([F:32])([F:31])[C:22]1[CH:27]=[CH:26][C:25]([N:28]=[C:29]=[O:30])=[CH:24][CH:23]=1, predict the reaction product. The product is: [C:1]([O:5][C:6](=[O:19])[NH:7][CH2:8][C@@H:9]1[CH2:11][C@H:10]1[C:12]1[CH:17]=[CH:16][CH:15]=[CH:14][C:13]=1[NH:18][C:29]([NH:28][C:25]1[CH:24]=[CH:23][C:22]([C:21]([F:20])([F:31])[F:32])=[CH:27][CH:26]=1)=[O:30])([CH3:4])([CH3:2])[CH3:3]. (2) Given the reactants [NH:1]1[CH:5]=[C:4]([C:6]([O:8]C(C)(C)C)=[O:7])[N:3]=[C:2]1[C:13]([O:15][CH2:16][CH3:17])=[O:14].C(O)(C(F)(F)F)=O, predict the reaction product. The product is: [CH2:16]([O:15][C:13]([C:2]1[NH:1][CH:5]=[C:4]([C:6]([OH:8])=[O:7])[N:3]=1)=[O:14])[CH3:17]. (3) Given the reactants [OH:1][CH2:2][CH2:3][CH2:4][C:5]1([OH:8])[CH2:7][CH2:6]1.C(N(CC)CC)C.[CH3:16][S:17](Cl)(=[O:19])=[O:18], predict the reaction product. The product is: [CH3:16][S:17]([O:1][CH2:2][CH2:3][CH2:4][C:5]1([OH:8])[CH2:7][CH2:6]1)(=[O:19])=[O:18]. (4) Given the reactants Cl[C:2]1[C:7]([C:8]#[N:9])=[C:6]([C:10]2[CH:15]=[CH:14][C:13]([O:16][CH2:17][CH2:18][OH:19])=[CH:12][CH:11]=2)[C:5]([C:20]#[N:21])=[C:4]([S:22][CH2:23][C:24]2[N:25]=[C:26]([C:29]3[CH:34]=[CH:33][C:32]([Cl:35])=[CH:31][CH:30]=3)[S:27][CH:28]=2)[N:3]=1.[CH:36]1([NH2:39])[CH2:38][CH2:37]1, predict the reaction product. The product is: [Cl:35][C:32]1[CH:31]=[CH:30][C:29]([C:26]2[S:27][CH:28]=[C:24]([CH2:23][S:22][C:4]3[C:5]([C:20]#[N:21])=[C:6]([C:10]4[CH:11]=[CH:12][C:13]([O:16][CH2:17][CH2:18][OH:19])=[CH:14][CH:15]=4)[C:7]([C:8]#[N:9])=[C:2]([NH:39][CH:36]4[CH2:38][CH2:37]4)[N:3]=3)[N:25]=2)=[CH:34][CH:33]=1. (5) The product is: [F:49][C:4]1[CH:5]=[CH:6][C:1]([S:7]([CH2:10][C:11]2[C:16]([C:17]([O:19][CH3:20])=[O:18])=[C:15]([OH:22])[C:14]([C:23]3[CH:27]=[CH:26][O:25][CH:24]=3)=[CH:13][CH:12]=2)(=[O:9])=[O:8])=[CH:2][CH:3]=1. Given the reactants [C:1]1([S:7]([CH2:10][C:11]2[C:16]([C:17]([O:19][CH2:20]C)=[O:18])=[C:15]([OH:22])[C:14]([C:23]3[CH:27]=[CH:26][O:25][CH:24]=3)=[CH:13][CH:12]=2)(=[O:9])=[O:8])[CH:6]=[CH:5][CH:4]=[CH:3][CH:2]=1.BrC1C(O)=C(C(CS(C2C=CC([F:49])=CC=2)(=O)=O)=CC=1)C(OC)=O.O1C=CC(B(O)O)=C1, predict the reaction product. (6) Given the reactants Br[C:2]1[S:6][C:5]([C@:7]2([CH3:18])[CH2:12][C@@H:11]([C:13]([F:16])([F:15])[F:14])[O:10][C:9]([NH2:17])=[N:8]2)=[C:4]([Cl:19])[CH:3]=1.[Cl:20][C:21]1[CH:22]=[C:23](B(O)O)[CH:24]=[N:25][CH:26]=1, predict the reaction product. The product is: [Cl:19][C:4]1[CH:3]=[C:2]([C:23]2[CH:24]=[N:25][CH:26]=[C:21]([Cl:20])[CH:22]=2)[S:6][C:5]=1[C@:7]1([CH3:18])[CH2:12][C@@H:11]([C:13]([F:16])([F:15])[F:14])[O:10][C:9]([NH2:17])=[N:8]1.